Dataset: Full USPTO retrosynthesis dataset with 1.9M reactions from patents (1976-2016). Task: Predict the reactants needed to synthesize the given product. (1) Given the product [F:24][C:5]([F:4])([F:23])[C:6]1[CH:10]=[C:9]([C:11]([F:14])([F:12])[F:13])[N:8]([CH2:15][C:16]2[CH:22]=[CH:21][C:19]([NH2:20])=[C:18]([CH2:25][S:26][CH3:27])[CH:17]=2)[N:7]=1, predict the reactants needed to synthesize it. The reactants are: ClCCl.[F:4][C:5]([F:24])([F:23])[C:6]1[CH:10]=[C:9]([C:11]([F:14])([F:13])[F:12])[N:8]([CH2:15][C:16]2[CH:22]=[CH:21][C:19]([NH2:20])=[CH:18][CH:17]=2)[N:7]=1.[CH3:25][S:26][CH3:27].ClN1C(=O)CCC1=O. (2) Given the product [F:12][C:2]([F:1])([F:11])[C:3]1[N:4]=[C:5]([C:8]2[N:9]=[C:20]([OH:21])[CH:19]=[C:18]([C:25]3[S:26][CH:27]=[C:28]([C:30]([F:32])([F:33])[F:31])[N:29]=3)[N:10]=2)[S:6][CH:7]=1, predict the reactants needed to synthesize it. The reactants are: [F:1][C:2]([F:12])([F:11])[C:3]1[N:4]=[C:5]([C:8](=[NH:10])[NH2:9])[S:6][CH:7]=1.CC[O-].[Na+].O=[C:18]([C:25]1[S:26][CH:27]=[C:28]([C:30]([F:33])([F:32])[F:31])[N:29]=1)[CH2:19][C:20](OCC)=[O:21]. (3) Given the product [CH2:1]([O:3][C:4](=[O:22])[C@:5]([CH2:6][C:7]1[CH:12]=[CH:11][C:10]([O:13][CH2:36][CH2:35][C:25]2[N:26]=[C:27]([C:29]3[S:30][C:31]([CH3:34])=[CH:32][CH:33]=3)[O:28][C:24]=2[CH3:23])=[CH:9][CH:8]=1)([O:14][C:15]1[CH:20]=[CH:19][CH:18]=[CH:17][CH:16]=1)[CH2:21][CH3:48])[CH3:2], predict the reactants needed to synthesize it. The reactants are: [CH2:1]([O:3][C:4](=[O:22])[C@@:5]([CH3:21])([O:14][C:15]1[CH:20]=[CH:19][CH:18]=[CH:17][CH:16]=1)[CH2:6][C:7]1[CH:12]=[CH:11][C:10]([OH:13])=[CH:9][CH:8]=1)[CH3:2].[CH3:23][C:24]1[O:28][C:27]([C:29]2[S:30][C:31]([CH3:34])=[CH:32][CH:33]=2)=[N:26][C:25]=1[CH2:35][CH2:36]OS(C1C=CC(C)=CC=1)(=O)=O.[C:48]([O-])([O-])=O.[Cs+].[Cs+]. (4) Given the product [F:49][C:50]([F:59])([F:60])[O:51][C:52]1[CH:53]=[CH:54][C:55]([NH:56][C:26]([C:24]2[CH:25]=[C:20]3[N:19]=[C:18]([NH:17][C:3]4[C:4]([Cl:16])=[CH:5][CH:6]=[C:7]([CH2:8][NH:9][C:10](=[O:15])[C:11]([CH3:13])([CH3:14])[CH3:12])[C:2]=4[Cl:1])[N:39]([CH3:40])[C:21]3=[N:22][C:23]=2[N:29]2[CH2:30][CH2:31][CH:32]([C:35]([F:36])([F:38])[F:37])[CH2:33][CH2:34]2)=[O:27])=[CH:57][CH:58]=1, predict the reactants needed to synthesize it. The reactants are: [Cl:1][C:2]1[C:7]([CH2:8][NH:9][C:10](=[O:15])[C:11]([CH3:14])([CH3:13])[CH3:12])=[CH:6][CH:5]=[C:4]([Cl:16])[C:3]=1[NH:17][C:18]1[N:39]([CH3:40])[C:21]2=[N:22][C:23]([N:29]3[CH2:34][CH2:33][CH:32]([C:35]([F:38])([F:37])[F:36])[CH2:31][CH2:30]3)=[C:24]([C:26](O)=[O:27])[CH:25]=[C:20]2[N:19]=1.ClC(N(C)C)=C(C)C.[F:49][C:50]([F:60])([F:59])[O:51][C:52]1[CH:58]=[CH:57][C:55]([NH2:56])=[CH:54][CH:53]=1.N1C=CC=CC=1.